Task: Predict the reactants needed to synthesize the given product.. Dataset: Full USPTO retrosynthesis dataset with 1.9M reactions from patents (1976-2016) (1) The reactants are: S1[C:5]2[CH:6]=[CH:7][C:8]([O:10][C:11]3[CH:12]=[C:13]([CH:23]=[C:24]([O:26][C@@H:27]([CH3:31])[CH2:28][O:29][CH3:30])[CH:25]=3)[C:14]([NH:16][C:17]3[CH:21]=[CH:20][N:19]([CH3:22])[N:18]=3)=[O:15])=[CH:9][C:4]=2[CH:3]=[CH:2]1.O[O:33][S:34]([O-:36])=O.[K+]. Given the product [O:33]=[S:34]1(=[O:36])[C:5]2[CH:6]=[CH:7][C:8]([O:10][C:11]3[CH:12]=[C:13]([CH:23]=[C:24]([O:26][C@@H:27]([CH3:31])[CH2:28][O:29][CH3:30])[CH:25]=3)[C:14]([NH:16][C:17]3[CH:21]=[CH:20][N:19]([CH3:22])[N:18]=3)=[O:15])=[CH:9][C:4]=2[CH:3]=[CH:2]1, predict the reactants needed to synthesize it. (2) Given the product [Cl:12][CH2:13][C:14]([NH:11][CH:3]1[C:4]([CH3:10])([CH3:9])[CH:5]2[CH2:8][C:2]1([CH3:1])[CH2:7][CH2:6]2)=[O:15], predict the reactants needed to synthesize it. The reactants are: [CH3:1][C:2]12[CH2:8][CH:5]([CH2:6][CH2:7]1)[C:4]([CH3:10])([CH3:9])[CH:3]2[NH2:11].[Cl:12][CH2:13][C:14](Cl)=[O:15]. (3) Given the product [CH2:72]([N:69]1[CH2:68][CH2:67][C:66]2([C:79]3[C:84](=[CH:83][CH:82]=[CH:81][C:80]=3[CH2:85][NH:86][C:87](=[O:89])[CH3:88])[N:64]([C:63]3[C:58]4[C@H:57]([CH3:90])[CH2:56][C@@H:55]([OH:54])[C:59]=4[N:60]=[CH:61][N:62]=3)[CH2:65]2)[CH2:71][CH2:70]1)[C:73]1[CH:74]=[CH:75][CH:76]=[CH:77][CH:78]=1, predict the reactants needed to synthesize it. The reactants are: ClC1C=C2C3(CCN(C(OC(C)(C)C)=O)CC3)CN(C3C4[C@H](C)C[C@@H](OC(=O)C5C=CC([N+]([O-])=O)=CC=5)C=4N=CN=3)C2=CC=1.[N+](C1C=CC(C([O:54][C@H:55]2[C:59]3[N:60]=[CH:61][N:62]=[C:63]([N:64]4[C:84]5[C:79](=[C:80]([CH2:85][NH:86][C:87](=[O:89])[CH3:88])[CH:81]=[CH:82][CH:83]=5)[C:66]5([CH2:71][CH2:70][N:69]([CH2:72][C:73]6[CH:78]=[CH:77][CH:76]=[CH:75][CH:74]=6)[CH2:68][CH2:67]5)[CH2:65]4)[C:58]=3[C@H:57]([CH3:90])[CH2:56]2)=O)=CC=1)([O-])=O. (4) Given the product [CH3:39][C@H:38]1[C:30]2[C:29]([N:25]3[CH2:24][CH2:23][CH:22]([C:12]4[N:11]([CH2:10][CH2:9][N:4]5[CH2:5][CH2:6][CH2:7][CH2:8]5)[CH:15]=[C:14]([CH:16]5[CH2:21][CH2:20][O:19][CH2:18][CH2:17]5)[N:13]=4)[CH2:27][CH2:26]3)=[N:34][CH:33]=[N:32][C:31]=2[NH:35][C:36](=[O:40])[CH2:37]1, predict the reactants needed to synthesize it. The reactants are: Cl.Cl.Cl.[N:4]1([CH2:9][CH2:10][N:11]2[CH:15]=[C:14]([CH:16]3[CH2:21][CH2:20][O:19][CH2:18][CH2:17]3)[N:13]=[C:12]2[CH:22]2[CH2:27][CH2:26][NH:25][CH2:24][CH2:23]2)[CH2:8][CH2:7][CH2:6][CH2:5]1.Cl[C:29]1[C:30]2[C@H:38]([CH3:39])[CH2:37][C:36](=[O:40])[NH:35][C:31]=2[N:32]=[CH:33][N:34]=1.N12CCCN=C1CCCCC2.C. (5) Given the product [ClH:30].[S:1]1[CH:5]=[CH:4][CH:3]=[C:2]1[C:6]1[C:16]2[O:15][CH2:14][CH2:13][NH:12][CH2:11][C:10]=2[CH:9]=[CH:8][CH:7]=1, predict the reactants needed to synthesize it. The reactants are: [S:1]1[CH:5]=[CH:4][CH:3]=[C:2]1[C:6]1[C:16]2[O:15][CH2:14][CH2:13][N:12](C(OC(C)(C)C)=O)[CH2:11][C:10]=2[CH:9]=[CH:8][CH:7]=1.C(OCC)(=O)C.[ClH:30]. (6) Given the product [Cl:1][C:2]1[C:3]([C:19]([N:21]2[CH2:25][CH2:24][C:23]([F:26])([F:27])[CH2:22]2)=[O:20])=[CH:4][C:5]([O:11][CH2:12][C:13]2[CH:18]=[CH:17][CH:16]=[CH:15][CH:14]=2)=[C:6]([CH:10]=1)[C:7]([NH:52][C:47]1[CH:48]=[CH:49][N:53]=[N:45][CH:46]=1)=[O:8], predict the reactants needed to synthesize it. The reactants are: [Cl:1][C:2]1[C:3]([C:19]([N:21]2[CH2:25][CH2:24][C:23]([F:27])([F:26])[CH2:22]2)=[O:20])=[CH:4][C:5]([O:11][CH2:12][C:13]2[CH:18]=[CH:17][CH:16]=[CH:15][CH:14]=2)=[C:6]([CH:10]=1)[C:7](O)=[O:8].C(N(C(C)C)CC)(C)C.CN(C(O[N:45]1[N:53]=[N:52][C:47]2[CH:48]=[CH:49]C=N[C:46]1=2)=[N+](C)C)C.F[P-](F)(F)(F)(F)F.N1C=CC(N)=CN=1.